Dataset: Catalyst prediction with 721,799 reactions and 888 catalyst types from USPTO. Task: Predict which catalyst facilitates the given reaction. (1) Reactant: [CH2:1]([O:3][C:4](=[O:12])[CH2:5][CH:6]1[CH2:11][CH2:10][CH2:9][CH2:8][NH:7]1)[CH3:2].C(N(CC)CC)C.[F:20][C:21]([F:32])([F:31])[C:22](O[C:22](=[O:23])[C:21]([F:32])([F:31])[F:20])=[O:23]. Product: [CH2:1]([O:3][C:4](=[O:12])[CH2:5][CH:6]1[CH2:11][CH2:10][CH2:9][CH2:8][N:7]1[C:22](=[O:23])[C:21]([F:32])([F:31])[F:20])[CH3:2]. The catalyst class is: 4. (2) Reactant: [CH3:1][O:2][C:3]([C:5]1[CH:14]=[CH:13][C:12]2[C:7](=[CH:8][CH:9]=[CH:10][CH:11]=2)[C:6]=1[OH:15])=[O:4].CN(CC1C=C(CN(C)C)C(O)=C(CN(C)C)C=1)C.C(=O)([O-])[O-].[Cs+].[Cs+].[I-].[K+].[Cl:43][C:44]1[CH:49]=[CH:48][C:47]([CH2:50]Cl)=[CH:46][N:45]=1. Product: [CH3:1][O:2][C:3]([C:5]1[CH:14]=[CH:13][C:12]2[C:7](=[CH:8][CH:9]=[CH:10][CH:11]=2)[C:6]=1[O:15][CH2:50][C:47]1[CH:46]=[N:45][C:44]([Cl:43])=[CH:49][CH:48]=1)=[O:4]. The catalyst class is: 6. (3) Reactant: [NH2:1][C:2]1[C:11]([C:12]([NH:14][C:15]2[CH:16]=[N:17][CH:18]=[C:19]([F:34])[C:20]=2[N:21]2[CH2:26][CH2:25][CH:24]([C:27]([O:29]C(C)(C)C)=[O:28])[CH2:23][CH2:22]2)=[O:13])=[C:5]2[N:6]=[CH:7][C:8]([F:10])=[CH:9][N:4]2[N:3]=1.C([SiH](CC)CC)C.C(O)(C(F)(F)F)=O. Product: [NH2:1][C:2]1[C:11]([C:12]([NH:14][C:15]2[CH:16]=[N:17][CH:18]=[C:19]([F:34])[C:20]=2[N:21]2[CH2:22][CH2:23][CH:24]([C:27]([OH:29])=[O:28])[CH2:25][CH2:26]2)=[O:13])=[C:5]2[N:6]=[CH:7][C:8]([F:10])=[CH:9][N:4]2[N:3]=1. The catalyst class is: 2. (4) Reactant: [Si]([O:18][CH2:19][C:20]1[C:21]([N:30]2[CH2:35][C@H:34]([CH3:36])[O:33][C@H:32]([CH3:37])[CH2:31]2)=[C:22]([F:29])[C:23](F)=C([CH:27]=1)C#N)(C(C)(C)C)(C1C=CC=CC=1)C1C=CC=CC=1.CC([O-])(C)C.[K+].[C:44]([NH:47][OH:48])(=O)[CH3:45].C[N:50](C=O)C. Product: [NH2:50][C:44]1[C:45]2[CH:27]=[C:20]([CH2:19][OH:18])[C:21]([N:30]3[CH2:31][C@H:32]([CH3:37])[O:33][C@H:34]([CH3:36])[CH2:35]3)=[C:22]([F:29])[C:23]=2[O:48][N:47]=1. The catalyst class is: 25.